Dataset: Full USPTO retrosynthesis dataset with 1.9M reactions from patents (1976-2016). Task: Predict the reactants needed to synthesize the given product. (1) Given the product [OH:4][C:5]1[CH:10]=[C:9]([OH:11])[CH:8]=[CH:7][C:6]=1[CH:15]1[CH2:20][CH2:19][CH2:18][CH:17]([NH:21][C:22](=[O:24])[CH3:23])[CH2:16]1, predict the reactants needed to synthesize it. The reactants are: COC[O:4][C:5]1[CH:10]=[C:9]([O:11]COC)[CH:8]=[CH:7][C:6]=1[CH:15]1[CH2:20][CH2:19][CH2:18][CH:17]([NH:21][C:22](=[O:24])[CH3:23])[CH2:16]1. (2) Given the product [Cl:1][C:2]1[N:11]=[CH:10][C:9]2[N:8]([CH2:17][CH:18]3[CH2:21][CH2:19]3)[C:7](=[O:12])[CH:6]3[CH2:13][O:14][CH2:15][CH2:16][N:5]3[C:4]=2[N:3]=1, predict the reactants needed to synthesize it. The reactants are: [Cl:1][C:2]1[N:11]=[CH:10][C:9]2[NH:8][C:7](=[O:12])[CH:6]3[CH2:13][O:14][CH2:15][CH2:16][N:5]3[C:4]=2[N:3]=1.[CH3:17][C:18]([CH3:21])([O-])[CH3:19].[Na+].BrCC1CC1.O. (3) Given the product [Cl:14][C:11]1[CH:12]=[CH:13][C:8]([C:7]2[CH:6]=[CH:5][N:4]3[C:15](=[O:30])[N:16]([CH2:18][C:19]4[C:20]([CH3:29])=[N:21][C:22]([C:25]([F:27])([F:28])[F:26])=[CH:23][CH:24]=4)[N:17]=[C:3]3[C:2]=2[C:39]2[CH:44]=[CH:43][C:42]([CH2:45][C:46]#[N:47])=[CH:41][CH:40]=2)=[CH:9][CH:10]=1, predict the reactants needed to synthesize it. The reactants are: Br[C:2]1[C:3]2[N:4]([C:15](=[O:30])[N:16]([CH2:18][C:19]3[C:20]([CH3:29])=[N:21][C:22]([C:25]([F:28])([F:27])[F:26])=[CH:23][CH:24]=3)[N:17]=2)[CH:5]=[CH:6][C:7]=1[C:8]1[CH:13]=[CH:12][C:11]([Cl:14])=[CH:10][CH:9]=1.CC1(C)C(C)(C)OB([C:39]2[CH:44]=[CH:43][C:42]([CH2:45][C:46]#[N:47])=[CH:41][CH:40]=2)O1.C(Cl)Cl.[O-]P([O-])([O-])=O.[K+].[K+].[K+]. (4) Given the product [CH3:29][C:26]1[N:27]=[CH:28][C:23]([O:1][CH2:2][CH2:3][N:4]([CH2:17][C:18]([F:19])([F:20])[F:21])[C:5]2[CH:12]=[CH:11][C:8]([C:9]#[N:10])=[C:7]([C:13]([F:15])([F:16])[F:14])[CH:6]=2)=[CH:24][CH:25]=1, predict the reactants needed to synthesize it. The reactants are: [OH:1][CH2:2][CH2:3][N:4]([CH2:17][C:18]([F:21])([F:20])[F:19])[C:5]1[CH:12]=[CH:11][C:8]([C:9]#[N:10])=[C:7]([C:13]([F:16])([F:15])[F:14])[CH:6]=1.O[C:23]1[CH:24]=[CH:25][C:26]([CH3:29])=[N:27][CH:28]=1. (5) Given the product [Cl:1][C:2]1[CH:7]=[C:6]([C:8]([F:18])([CH3:10])[CH3:9])[CH:5]=[CH:4][N:3]=1, predict the reactants needed to synthesize it. The reactants are: [Cl:1][C:2]1[CH:7]=[C:6]([C:8](O)([CH3:10])[CH3:9])[CH:5]=[CH:4][N:3]=1.C(N(S(F)(F)[F:18])CC)C.C(=O)([O-])O.[Na+]. (6) Given the product [Cl:23][CH:12]([CH2:11][C:7]1[CH:6]=[C:5]2[C:10](=[CH:9][CH:8]=1)[N:1]=[CH:2][CH:3]=[N:4]2)[CH:13]=[O:14], predict the reactants needed to synthesize it. The reactants are: [N:1]1[C:10]2[C:5](=[CH:6][C:7]([CH2:11][CH2:12][CH:13]=[O:14])=[CH:8][CH:9]=2)[N:4]=[CH:3][CH:2]=1.N1CCC[C@@H]1C(O)=O.[Cl:23]N1C(=O)CCC1=O. (7) Given the product [Cl:1][C:2]1[C:3]([CH3:35])=[C:4]([N:8]([CH2:22][C:23]([NH:25][CH2:26][C:27]2[CH:28]=[CH:29][C:30]([O:33][CH3:34])=[CH:31][CH:32]=2)=[O:24])[S:9]([C:12]2[CH:21]=[CH:20][C:15]([C:16]([OH:18])=[O:17])=[CH:14][CH:13]=2)(=[O:11])=[O:10])[CH:5]=[CH:6][CH:7]=1, predict the reactants needed to synthesize it. The reactants are: [Cl:1][C:2]1[C:3]([CH3:35])=[C:4]([N:8]([CH2:22][C:23]([NH:25][CH2:26][C:27]2[CH:32]=[CH:31][C:30]([O:33][CH3:34])=[CH:29][CH:28]=2)=[O:24])[S:9]([C:12]2[CH:21]=[CH:20][C:15]([C:16]([O:18]C)=[O:17])=[CH:14][CH:13]=2)(=[O:11])=[O:10])[CH:5]=[CH:6][CH:7]=1.[OH-].[Na+].Cl.